From a dataset of Forward reaction prediction with 1.9M reactions from USPTO patents (1976-2016). Predict the product of the given reaction. (1) Given the reactants [Cl:1][C:2]1[S:13][C:5]2[CH2:6][N:7]([CH3:12])[CH2:8][CH2:9][CH:10]([OH:11])[C:4]=2[CH:3]=1.[Cl:14][C:15]1[CH:16]=[C:17](F)[CH:18]=[CH:19][C:20]=1[Cl:21], predict the reaction product. The product is: [ClH:1].[Cl:1][C:2]1[S:13][C:5]2[CH2:6][N:7]([CH3:12])[CH2:8][CH2:9][CH:10]([O:11][C:18]3[CH:17]=[CH:16][C:15]([Cl:14])=[C:20]([Cl:21])[CH:19]=3)[C:4]=2[CH:3]=1. (2) Given the reactants Br[C:2]1[S:3][C:4]([CH2:7][C:8]([O:10][CH3:11])=[O:9])=[CH:5][N:6]=1.[C:12]1([CH2:18][CH2:19][C:20]#[C:21]C2SC=C(CC(OCC)=O)N=2)[CH:17]=[CH:16][CH:15]=[CH:14][CH:13]=1, predict the reaction product. The product is: [C:12]1([CH2:18][CH2:19][C:20]#[C:21][C:2]2[S:3][C:4]([CH2:7][C:8]([O:10][CH3:11])=[O:9])=[CH:5][N:6]=2)[CH:17]=[CH:16][CH:15]=[CH:14][CH:13]=1. (3) Given the reactants [N+:1]([C:4]1[CH:9]=[CH:8][C:7]([N:10]2[CH:14]=[CH:13][N:12]([C:15]3[CH:20]=[CH:19][C:18]([O:21][C:22]([F:25])([F:24])[F:23])=[CH:17][CH:16]=3)[C:11]2=[O:26])=[CH:6][CH:5]=1)([O-])=O, predict the reaction product. The product is: [NH2:1][C:4]1[CH:9]=[CH:8][C:7]([N:10]2[CH2:14][CH2:13][N:12]([C:15]3[CH:16]=[CH:17][C:18]([O:21][C:22]([F:24])([F:25])[F:23])=[CH:19][CH:20]=3)[C:11]2=[O:26])=[CH:6][CH:5]=1. (4) Given the reactants C(O[Si:5]([CH3:8])([CH3:7])[CH3:6])(=O)C.[C:9]([OH:14])(=[O:13])[C:10]([CH3:12])=[CH2:11], predict the reaction product. The product is: [C:9]([O:14][Si:5]([CH3:8])([CH3:7])[CH3:6])(=[O:13])[C:10]([CH3:12])=[CH2:11]. (5) The product is: [Br:14][C:15]1[CH:24]=[CH:23][CH:22]=[C:21]2[C:16]=1[CH2:17][CH2:18][N:19]([C:11]([C:9]1[CH:10]=[C:5]3[N:4]=[CH:3][C:2]([Cl:1])=[CH:7][N:6]3[N:8]=1)=[O:13])[CH:20]2[CH3:25]. Given the reactants [Cl:1][C:2]1[CH:3]=[N:4][C:5]2[N:6]([N:8]=[C:9]([C:11]([OH:13])=O)[CH:10]=2)[CH:7]=1.[Br:14][C:15]1[CH:24]=[CH:23][CH:22]=[C:21]2[C:16]=1[CH2:17][CH2:18][NH:19][CH:20]2[CH3:25], predict the reaction product. (6) Given the reactants C([O:3][C:4](=[O:23])[CH:5]([C:12]1[CH:17]=[CH:16][C:15]([S:18]([CH2:21][CH3:22])(=[O:20])=[O:19])=[CH:14][CH:13]=1)[CH2:6][CH:7]1[CH2:11][CH2:10][CH2:9][CH2:8]1)C.[OH-].[Li+], predict the reaction product. The product is: [CH:7]1([CH2:6][CH:5]([C:12]2[CH:17]=[CH:16][C:15]([S:18]([CH2:21][CH3:22])(=[O:20])=[O:19])=[CH:14][CH:13]=2)[C:4]([OH:23])=[O:3])[CH2:11][CH2:10][CH2:9][CH2:8]1.